Dataset: Full USPTO retrosynthesis dataset with 1.9M reactions from patents (1976-2016). Task: Predict the reactants needed to synthesize the given product. (1) Given the product [F:24][C:25]1[CH:26]=[C:27]([CH2:33][CH2:34][C:35]([OH:37])=[O:36])[CH:28]=[C:29]([F:32])[C:30]=1[O:5][CH2:6][C:7]1[C:8]([C:16]2[CH:21]=[CH:20][C:19]([CH3:22])=[CH:18][C:17]=2[F:23])=[N:9][S:10][C:11]=1[C:12]([F:15])([F:14])[F:13], predict the reactants needed to synthesize it. The reactants are: CS([O:5][CH2:6][C:7]1[C:8]([C:16]2[CH:21]=[CH:20][C:19]([CH3:22])=[CH:18][C:17]=2[F:23])=[N:9][S:10][C:11]=1[C:12]([F:15])([F:14])[F:13])(=O)=O.[F:24][C:25]1[CH:26]=[C:27]([CH2:33][CH2:34][C:35]([O:37]CC)=[O:36])[CH:28]=[C:29]([F:32])[C:30]=1O. (2) Given the product [CH3:30][NH:34][C:19]1[N:20]=[C:15]([CH2:14][CH2:13][O:12][C:11]2[CH:10]=[C:9]([CH:25]=[CH:24][CH:23]=2)[O:8][CH2:48][C:49](=[O:57])[CH2:50][CH2:51][C:52]([O:54][CH2:55][CH3:56])=[O:53])[CH:16]=[CH:17][CH:18]=1, predict the reactants needed to synthesize it. The reactants are: CC([Si](C(C)C)([O:8][C:9]1[CH:10]=[C:11]([CH:23]=[CH:24][CH:25]=1)[O:12][CH2:13][CH2:14][C:15]1[N:20]=[C:19](CN)[CH:18]=[CH:17][CH:16]=1)C(C)C)C.[F-].[CH2:30]([N+:34](CCCC)(CCCC)CCCC)CCC.Br[CH2:48][C:49](=[O:57])[CH2:50][CH2:51][C:52]([O:54][CH2:55][CH3:56])=[O:53]. (3) Given the product [N+:30]([C:33]1[CH:46]=[C:45]2[C:47]([CH2:50][CH2:48][N:44]2[C:27]([C:23]2[N:24]=[CH:25][N:26]=[C:21]([NH:20][C:16]3[CH:17]=[C:18]4[C:13](=[CH:14][CH:15]=3)[CH2:12][C:4]3([C:5]5[C:6](=[N:7][CH:8]=[CH:9][CH:10]=5)[NH:11][C:3]3=[O:2])[CH2:19]4)[CH:22]=2)=[O:29])=[CH:35][CH:34]=1)([O-:32])=[O:31], predict the reactants needed to synthesize it. The reactants are: Cl.[O:2]=[C:3]1[NH:11][C:6]2=[N:7][CH:8]=[CH:9][CH:10]=[C:5]2[C:4]21[CH2:19][C:18]1[C:13](=[CH:14][CH:15]=[C:16]([NH:20][C:21]3[N:26]=[CH:25][N:24]=[C:23]([C:27]([OH:29])=O)[CH:22]=3)[CH:17]=1)[CH2:12]2.[N+:30]([C:33]1C=CC=C2[C:34]=1[CH:35]=CN2)([O-:32])=[O:31].CC[N:44]([CH:48]([CH3:50])C)[CH:45]([CH3:47])[CH3:46].CN(C(ON1N=NC2C=CC=CC1=2)=[N+](C)C)C.[B-](F)(F)(F)F. (4) Given the product [F:3][C:4]1[C:5]([CH2:16][N:17]([CH3:25])[C:18](=[O:24])[O:19][C:20]([CH3:21])([CH3:22])[CH3:23])=[CH:6][N:7]([S:49]([C:45]2[CH:46]=[CH:47][CH:48]=[C:43]([O:42][CH3:41])[CH:44]=2)(=[O:51])=[O:50])[C:8]=1[C:9]1[C:10]([F:15])=[N:11][CH:12]=[CH:13][CH:14]=1, predict the reactants needed to synthesize it. The reactants are: [H-].[Na+].[F:3][C:4]1[C:5]([CH2:16][N:17]([CH3:25])[C:18](=[O:24])[O:19][C:20]([CH3:23])([CH3:22])[CH3:21])=[CH:6][NH:7][C:8]=1[C:9]1[C:10]([F:15])=[N:11][CH:12]=[CH:13][CH:14]=1.C1OCCOCCOCCOCCOC1.[CH3:41][O:42][C:43]1[CH:44]=[C:45]([S:49](Cl)(=[O:51])=[O:50])[CH:46]=[CH:47][CH:48]=1. (5) Given the product [CH2:16]([N:23]1[C:31]2[C:26](=[CH:27][C:28]([NH:32][C:2]3[CH:11]=[CH:10][C:9]([C:12]([F:15])([F:14])[F:13])=[CH:8][C:3]=3[C:4]([O:6][CH3:7])=[O:5])=[CH:29][CH:30]=2)[CH:25]=[CH:24]1)[C:17]1[CH:18]=[CH:19][CH:20]=[CH:21][CH:22]=1, predict the reactants needed to synthesize it. The reactants are: Br[C:2]1[CH:11]=[CH:10][C:9]([C:12]([F:15])([F:14])[F:13])=[CH:8][C:3]=1[C:4]([O:6][CH3:7])=[O:5].[CH2:16]([N:23]1[C:31]2[C:26](=[CH:27][C:28]([NH2:32])=[CH:29][CH:30]=2)[CH:25]=[CH:24]1)[C:17]1[CH:22]=[CH:21][CH:20]=[CH:19][CH:18]=1.C(=O)([O-])[O-].[Cs+].[Cs+].C1(C)C=CC=CC=1. (6) The reactants are: Cl[C:2]1[N:7]=[C:6]([NH:8][C@@H:9]2[C:17]3[C:12](=[CH:13][CH:14]=[CH:15][CH:16]=3)[CH2:11][C@@H:10]2[OH:18])[CH:5]=[N:4][CH:3]=1.C[O-].[Na+].[C:22]([O-])(O)=[O:23].[Na+]. Given the product [CH3:22][O:23][C:2]1[N:7]=[C:6]([NH:8][C@@H:9]2[C:17]3[C:12](=[CH:13][CH:14]=[CH:15][CH:16]=3)[CH2:11][C@@H:10]2[OH:18])[CH:5]=[N:4][CH:3]=1, predict the reactants needed to synthesize it. (7) The reactants are: [CH3:1][S:2]([C:5]1[N:10]=[CH:9][C:8]([C:11]2[CH:16]=[CH:15][C:14]([OH:17])=[CH:13][CH:12]=2)=[CH:7][CH:6]=1)(=[O:4])=[O:3].[C:18]([N:25]1[CH2:30][CH2:29][CH:28]([CH2:31]O)[CH2:27][CH2:26]1)([O:20][C:21]([CH3:24])([CH3:23])[CH3:22])=[O:19].C1C=CC(P(C2C=CC=CC=2)C2C=CC=CC=2)=CC=1.N(C(OC(C)C)=O)=NC(OC(C)C)=O. Given the product [CH3:1][S:2]([C:5]1[N:10]=[CH:9][C:8]([C:11]2[CH:16]=[CH:15][C:14]([O:17][CH2:31][CH:28]3[CH2:29][CH2:30][N:25]([C:18]([O:20][C:21]([CH3:22])([CH3:24])[CH3:23])=[O:19])[CH2:26][CH2:27]3)=[CH:13][CH:12]=2)=[CH:7][CH:6]=1)(=[O:4])=[O:3], predict the reactants needed to synthesize it.